Dataset: Full USPTO retrosynthesis dataset with 1.9M reactions from patents (1976-2016). Task: Predict the reactants needed to synthesize the given product. (1) Given the product [CH3:1][S:2]([NH:5][C:6]1[CH:19]=[CH:18][C:9]2[S:10][C:11]([C:13]([OH:15])=[O:14])=[CH:12][C:8]=2[CH:7]=1)(=[O:3])=[O:4], predict the reactants needed to synthesize it. The reactants are: [CH3:1][S:2]([NH:5][C:6]1[CH:19]=[CH:18][C:9]2[S:10][C:11]([C:13]([O:15]CC)=[O:14])=[CH:12][C:8]=2[CH:7]=1)(=[O:4])=[O:3].O[Li].O. (2) Given the product [C:1]([O:5][C:6]([N:8]1[CH2:12][CH2:11][CH:10]([S:24][C:25]2[CH:30]=[CH:29][C:28]([OH:31])=[CH:27][CH:26]=2)[CH2:9]1)=[O:7])([CH3:2])([CH3:3])[CH3:4], predict the reactants needed to synthesize it. The reactants are: [C:1]([O:5][C:6]([N:8]1[CH2:12][CH2:11][CH:10](OS(C2C=CC(C)=CC=2)(=O)=O)[CH2:9]1)=[O:7])([CH3:4])([CH3:3])[CH3:2].[SH:24][C:25]1[CH:30]=[CH:29][C:28]([OH:31])=[CH:27][CH:26]=1.C([O-])([O-])=O.[Na+].[Na+]. (3) Given the product [Cl:35][C:36]1[CH:37]=[CH:38][C:39]([CH2:42][S:43]([NH:34][C@@H:10]2[CH2:9][NH:8][CH2:12][C@H:11]2[CH2:13][N:14]([CH:31]([CH3:32])[CH3:33])[C:15](=[O:30])[C:16]2[CH:21]=[CH:20][C:19]([O:22][CH3:23])=[C:18]([O:24][CH2:25][CH2:26][CH2:27][O:28][CH3:29])[CH:17]=2)(=[O:45])=[O:44])=[CH:40][CH:41]=1, predict the reactants needed to synthesize it. The reactants are: C(OC([N:8]1[CH2:12][C@@H:11]([CH2:13][N:14]([CH:31]([CH3:33])[CH3:32])[C:15](=[O:30])[C:16]2[CH:21]=[CH:20][C:19]([O:22][CH3:23])=[C:18]([O:24][CH2:25][CH2:26][CH2:27][O:28][CH3:29])[CH:17]=2)[C@H:10]([NH2:34])[CH2:9]1)=O)(C)(C)C.[Cl:35][C:36]1[CH:41]=[CH:40][C:39]([CH2:42][S:43](Cl)(=[O:45])=[O:44])=[CH:38][CH:37]=1.CC#N.O.CC#N. (4) Given the product [C:1]([O:5][C:6]([NH:8][CH2:9][CH2:10][CH2:11][CH2:12][CH2:13][CH2:14][CH2:15][N:16]1[CH2:21][CH2:20][CH:19]([C:22]2[C:30]3[C:25](=[CH:26][CH:27]=[C:28]([O:31][CH3:32])[CH:29]=3)[NH:24][CH:23]=2)[CH2:18][CH2:17]1)=[O:7])([CH3:4])([CH3:2])[CH3:3], predict the reactants needed to synthesize it. The reactants are: [C:1]([O:5][C:6]([NH:8][CH2:9][CH2:10][CH2:11][CH2:12][CH2:13][CH2:14][CH2:15][N:16]1[CH2:21][CH2:20][CH:19]([C:22]2[C:30]3[C:25](=[CH:26][CH:27]=[C:28]([OH:31])[CH:29]=3)[NH:24][CH:23]=2)[CH2:18][CH2:17]1)=[O:7])([CH3:4])([CH3:3])[CH3:2].[CH3:32][Si](C=[N+]=[N-])(C)C.C(N(C(C)C)CC)(C)C.C(O)(=O)C.